This data is from Catalyst prediction with 721,799 reactions and 888 catalyst types from USPTO. The task is: Predict which catalyst facilitates the given reaction. (1) Reactant: [Cl:1][C:2]1[C:3]([OH:44])=[C:4]([S:9]([N:12]([CH2:28][C:29]2[CH:30]=[C:31]([CH:41]=[CH:42][CH:43]=2)[CH2:32][NH:33]C(=O)OC(C)(C)C)[CH2:13][C:14]2[CH:19]=[CH:18][C:17]([O:20][C:21]3[CH:26]=[CH:25][C:24]([F:27])=[CH:23][CH:22]=3)=[CH:16][CH:15]=2)(=[O:11])=[O:10])[CH:5]=[C:6]([Cl:8])[CH:7]=1.C(O)(C(F)(F)F)=O. Product: [NH2:33][CH2:32][C:31]1[CH:30]=[C:29]([CH:43]=[CH:42][CH:41]=1)[CH2:28][N:12]([CH2:13][C:14]1[CH:15]=[CH:16][C:17]([O:20][C:21]2[CH:26]=[CH:25][C:24]([F:27])=[CH:23][CH:22]=2)=[CH:18][CH:19]=1)[S:9]([C:4]1[CH:5]=[C:6]([Cl:8])[CH:7]=[C:2]([Cl:1])[C:3]=1[OH:44])(=[O:10])=[O:11]. The catalyst class is: 2. (2) Reactant: [Cl:1][C:2]1[CH:3]=[C:4]([C:8]2[N:9]=[C:10]([NH:16][C:17]3[CH:22]=[C:21]([CH:23]=O)[CH:20]=[CH:19][C:18]=3[N+:25]([O-:27])=[O:26])[S:11][C:12]=2[C:13]([NH2:15])=[O:14])[CH:5]=[CH:6][CH:7]=1.Cl.Cl.Cl.[N:31]1([CH2:37][CH2:38][CH2:39][NH:40][CH2:41][CH2:42][CH2:43][N:44]2[CH2:49][CH2:48][O:47][CH2:46][CH2:45]2)[CH2:36][CH2:35][O:34][CH2:33][CH2:32]1.C(O[BH-](OC(=O)C)OC(=O)C)(=O)C.[Na+]. Product: [N:31]1([CH2:37][CH2:38][CH2:39][N:40]([CH2:23][C:21]2[CH:20]=[CH:19][C:18]([N+:25]([O-:27])=[O:26])=[C:17]([NH:16][C:10]3[S:11][C:12]([C:13]([NH2:15])=[O:14])=[C:8]([C:4]4[CH:5]=[CH:6][CH:7]=[C:2]([Cl:1])[CH:3]=4)[N:9]=3)[CH:22]=2)[CH2:41][CH2:42][CH2:43][N:44]2[CH2:45][CH2:46][O:47][CH2:48][CH2:49]2)[CH2:32][CH2:33][O:34][CH2:35][CH2:36]1. The catalyst class is: 4.